Dataset: Forward reaction prediction with 1.9M reactions from USPTO patents (1976-2016). Task: Predict the product of the given reaction. (1) Given the reactants [C:1]([O:8][CH3:9])(=[O:7])[CH2:2][C:3]([O:5][CH3:6])=[O:4].[H-].[Na+].[CH2:12]([N:19]1[C:27]([OH:28])=[N:26][C:25]2[C:20]1=[N:21][C:22]([CH2:30]Cl)=[N:23][C:24]=2[NH2:29])[C:13]1[CH:18]=[CH:17][CH:16]=[CH:15][CH:14]=1, predict the reaction product. The product is: [CH2:12]([N:19]1[C:27]([OH:28])=[N:26][C:25]2[C:20]1=[N:21][C:22]([CH2:30][CH:2]([C:1]([O:8][CH3:9])=[O:7])[C:3]([O:5][CH3:6])=[O:4])=[N:23][C:24]=2[NH2:29])[C:13]1[CH:18]=[CH:17][CH:16]=[CH:15][CH:14]=1. (2) The product is: [Cl:1][C:2]1[CH:3]=[C:4]([N:13]([CH2:30][CH3:31])[C@H:14]2[CH2:19][CH2:18][C@H:17]([N:20]([CH3:29])[CH:21]([C:23]3[CH:24]=[N:25][CH:26]=[CH:27][CH:28]=3)[CH3:22])[CH2:16][CH2:15]2)[C:5]([CH3:12])=[C:6]([CH:11]=1)[C:7]([OH:9])=[O:8]. Given the reactants [Cl:1][C:2]1[CH:3]=[C:4]([N:13]([CH2:30][CH3:31])[C@H:14]2[CH2:19][CH2:18][C@H:17]([N:20]([CH3:29])[CH:21]([C:23]3[CH:24]=[N:25][CH:26]=[CH:27][CH:28]=3)[CH3:22])[CH2:16][CH2:15]2)[C:5]([CH3:12])=[C:6]([CH:11]=1)[C:7]([O:9]C)=[O:8].[OH-].[Na+], predict the reaction product. (3) Given the reactants CC1(C)[N:6](C(OC(C)(C)C)=O)[C@@:5]([CH3:45])([C:14]2[S:15][C:16]([C:19]3[CH:24]=[CH:23][C:22]([O:25][CH2:26][CH2:27][CH2:28][CH2:29][CH2:30][C:31]4[CH:36]=[CH:35][C:34]([C:37]([F:40])([F:39])[F:38])=[CH:33][CH:32]=4)=[C:21]([C:41]([F:44])([F:43])[F:42])[CH:20]=3)=[CH:17][N:18]=2)[CH2:4][O:3]1.P([O-])([O-])([O-])=O, predict the reaction product. The product is: [NH2:6][C@@:5]([C:14]1[S:15][C:16]([C:19]2[CH:24]=[CH:23][C:22]([O:25][CH2:26][CH2:27][CH2:28][CH2:29][CH2:30][C:31]3[CH:32]=[CH:33][C:34]([C:37]([F:38])([F:39])[F:40])=[CH:35][CH:36]=3)=[C:21]([C:41]([F:44])([F:43])[F:42])[CH:20]=2)=[CH:17][N:18]=1)([CH3:45])[CH2:4][OH:3]. (4) Given the reactants [C:1]([C:4]1[C:5]([O:24][CH2:25][C:26](=[O:31])[C:27]([CH3:30])([CH3:29])[CH3:28])=[N:6][C:7]([C:17]2[CH:22]=[CH:21][CH:20]=[CH:19][C:18]=2[Cl:23])=[C:8]([C:10]2[CH:15]=[CH:14][C:13]([Cl:16])=[CH:12][CH:11]=2)[CH:9]=1)(=O)[CH3:2].N12CCCN=C1CCCCC2, predict the reaction product. The product is: [Cl:23][C:18]1[CH:19]=[CH:20][CH:21]=[CH:22][C:17]=1[C:7]1[N:6]=[C:5]2[O:24][C:25]([C:26](=[O:31])[C:27]([CH3:29])([CH3:30])[CH3:28])=[C:1]([CH3:2])[C:4]2=[CH:9][C:8]=1[C:10]1[CH:15]=[CH:14][C:13]([Cl:16])=[CH:12][CH:11]=1. (5) The product is: [CH3:7][C:6]1[N:5]([C@H:8]2[CH2:13][CH2:12][C@H:11]([NH2:14])[CH2:10][CH2:9]2)[N:4]=[CH:3][C:2]=1[B:27]1[O:31][C:30]([CH3:33])([CH3:32])[C:29]([CH3:35])([CH3:34])[O:28]1. Given the reactants I[C:2]1[CH:3]=[N:4][N:5]([C@H:8]2[CH2:13][CH2:12][C@H:11]([NH2:14])[CH2:10][CH2:9]2)[C:6]=1[CH3:7].C1COCC1.C([Mg]Cl)(C)C.CO[B:27]1[O:31][C:30]([CH3:33])([CH3:32])[C:29]([CH3:35])([CH3:34])[O:28]1.[NH4+].[Cl-], predict the reaction product. (6) Given the reactants [F:1][C:2]1[CH:8]=[C:7]([C:9]2[CH:14]=[CH:13][N:12]=[C:11]([CH3:15])[CH:10]=2)[C:6]([CH3:16])=[CH:5][C:3]=1N.N(OCCC(C)C)=O.C(I)[I:26], predict the reaction product. The product is: [F:1][C:2]1[C:3]([I:26])=[CH:5][C:6]([CH3:16])=[C:7]([C:9]2[CH:14]=[CH:13][N:12]=[C:11]([CH3:15])[CH:10]=2)[CH:8]=1. (7) Given the reactants [OH:1][CH:2]([C:32]1[CH:37]=[CH:36][C:35]([OH:38])=[CH:34][CH:33]=1)[CH:3]([NH:18][C:19]([C:21]1[CH:22]=[CH:23][CH:24]=[C:25]2[CH2:31][CH2:30][CH2:29][CH:28]=[CH:27][C:26]=12)=[O:20])[CH2:4][C:5]1[CH:10]=[CH:9][CH:8]=[C:7]([O:11][C:12]([F:17])([F:16])[CH:13]([F:15])[F:14])[CH:6]=1.C(=O)([O-])[O-].[K+].[K+].Br[CH2:46][C:47]1[CH:56]=[CH:55][C:50]([C:51]([O:53][CH3:54])=[O:52])=[CH:49][CH:48]=1, predict the reaction product. The product is: [C:21]1([C:19]([NH:18][CH:3]([CH2:4][C:5]2[CH:10]=[CH:9][CH:8]=[C:7]([O:11][C:12]([F:16])([F:17])[CH:13]([F:15])[F:14])[CH:6]=2)[CH:2]([C:32]2[CH:37]=[CH:36][C:35]([O:38][CH2:46][C:47]3[CH:56]=[CH:55][C:50]([C:51]([O:53][CH3:54])=[O:52])=[CH:49][CH:48]=3)=[CH:34][CH:33]=2)[OH:1])=[O:20])[C:26]2[CH:27]=[CH:28][CH2:29][CH2:30][CH2:31][C:25]=2[CH:24]=[CH:23][CH:22]=1. (8) Given the reactants [F:1][C:2]1[C:3]([C:9]2[CH:13]=[C:12](Br)[N:11]([CH3:15])[N:10]=2)=[N:4][CH:5]=[C:6]([Cl:8])[CH:7]=1.C(N([CH2:21][CH3:22])CC)C.[C]=[O:24].[CH2:25]([OH:27])C, predict the reaction product. The product is: [CH2:21]([O:24][C:25]([C:12]1[N:11]([CH3:15])[N:10]=[C:9]([C:3]2[C:2]([F:1])=[CH:7][C:6]([Cl:8])=[CH:5][N:4]=2)[CH:13]=1)=[O:27])[CH3:22]. (9) Given the reactants [N+:1]([C:4]1[CH:16]=[CH:15][C:14]2[C:13]3[C:8](=[CH:9][C:10]([N+:17]([O-])=O)=[CH:11][CH:12]=3)[C:7](=[CH:20][C:21]([NH:23][CH2:24][CH2:25][CH2:26][CH2:27][CH2:28][C:29]([NH:31][C:32]3[CH:37]=[CH:36][CH:35]=[CH:34][C:33]=3[NH2:38])=[O:30])=[O:22])[C:6]=2[CH:5]=1)([O-])=O.[H][H], predict the reaction product. The product is: [NH2:17][C:10]1[CH:11]=[CH:12][C:13]2[C:14]3[C:6](=[CH:5][C:4]([NH2:1])=[CH:16][CH:15]=3)[C:7](=[CH:20][C:21]([NH:23][CH2:24][CH2:25][CH2:26][CH2:27][CH2:28][C:29]([NH:31][C:32]3[CH:37]=[CH:36][CH:35]=[CH:34][C:33]=3[NH2:38])=[O:30])=[O:22])[C:8]=2[CH:9]=1. (10) Given the reactants [O:1]1[C:6]2[CH:7]=[CH:8][C:9]([NH2:11])=[CH:10][C:5]=2[O:4][CH2:3][CH2:2]1.[CH:12](=O)[CH2:13][CH2:14][CH3:15], predict the reaction product. The product is: [CH2:12]([NH:11][C:9]1[CH:8]=[CH:7][C:6]2[O:1][CH2:2][CH2:3][O:4][C:5]=2[CH:10]=1)[CH2:13][CH2:14][CH3:15].